Task: Predict the reaction yield, written as a fraction of the theoretical maximum amount of product (1.0 means a 100% yield; for example, 0.34 means a 34% yield).. Dataset: Reaction yield outcomes from USPTO patents with 853,638 reactions The reactants are [CH3:1][O:2][C:3]1[CH:56]=[CH:55][C:6]([CH2:7][N:8]([CH2:46][C:47]2[CH:52]=[CH:51][C:50]([O:53][CH3:54])=[CH:49][CH:48]=2)[C:9]2[N:14]=[C:13]([CH3:15])[N:12]=[C:11]([C:16]3[CH:17]=[C:18]([CH2:32][N:33]4[CH2:38][CH2:37][N:36](C(OC(C)(C)C)=O)[CH2:35][CH2:34]4)[CH:19]=[N:20][C:21]=3[NH:22][C:23]3[CH:24]=[N:25][C:26]([O:30][CH3:31])=[C:27]([F:29])[CH:28]=3)[N:10]=2)=[CH:5][CH:4]=1.ClCCl.FC(F)(F)C(O)=O. No catalyst specified. The product is [F:29][C:27]1[CH:28]=[C:23]([NH:22][C:21]2[C:16]([C:11]3[N:12]=[C:13]([CH3:15])[N:14]=[C:9]([N:8]([CH2:7][C:6]4[CH:55]=[CH:56][C:3]([O:2][CH3:1])=[CH:4][CH:5]=4)[CH2:46][C:47]4[CH:48]=[CH:49][C:50]([O:53][CH3:54])=[CH:51][CH:52]=4)[N:10]=3)=[CH:17][C:18]([CH2:32][N:33]3[CH2:38][CH2:37][NH:36][CH2:35][CH2:34]3)=[CH:19][N:20]=2)[CH:24]=[N:25][C:26]=1[O:30][CH3:31]. The yield is 0.920.